Dataset: CYP2C19 inhibition data for predicting drug metabolism from PubChem BioAssay. Task: Regression/Classification. Given a drug SMILES string, predict its absorption, distribution, metabolism, or excretion properties. Task type varies by dataset: regression for continuous measurements (e.g., permeability, clearance, half-life) or binary classification for categorical outcomes (e.g., BBB penetration, CYP inhibition). Dataset: cyp2c19_veith. (1) The molecule is C/C(CCN1CCc2nc(-c3ccccc3)c(-c3ccccc3)cc2C1)=N\OC[C@@H](O)COCc1ccco1. The result is 0 (non-inhibitor). (2) The molecule is CN(/C=C/C(=O)C(F)(F)F)Cc1ccccc1. The result is 1 (inhibitor). (3) The drug is COCC(=O)N1CCC[C@@]2(CCN(c3ncccn3)C2)C1. The result is 0 (non-inhibitor). (4) The result is 1 (inhibitor). The molecule is CCC1OC23CCCCC2C(C#N)(C(=N)O3)C1(C#N)C#N. (5) The molecule is COc1ccc(-c2cc(C(F)(F)F)nc(NCc3cccnc3)n2)cc1. The result is 1 (inhibitor). (6) The result is 1 (inhibitor). The molecule is COc1ccc(CNC(=O)c2cnc(C)cn2)cc1. (7) The molecule is O=C(O)CCc1nc2ccccc2[nH]1. The result is 0 (non-inhibitor).